From a dataset of Forward reaction prediction with 1.9M reactions from USPTO patents (1976-2016). Predict the product of the given reaction. (1) Given the reactants CO[C:3]1[N:8]=[CH:7][C:6]([C:9]2[N:10]=[C:11]3[C:16](=[CH:17][CH:18]=2)[N:15]=[CH:14][C:13]2[CH:19]=[CH:20][C:21](=[O:46])[N:22]([C:23]4[CH:28]=[CH:27][C:26]([N:29]5[CH2:34][CH2:33][N:32]([C:35]([O:37][C:38]([CH3:41])([CH3:40])[CH3:39])=[O:36])[CH2:31][CH2:30]5)=[C:25]([C:42]([F:45])([F:44])[F:43])[CH:24]=4)[C:12]3=2)=[CH:5][CH:4]=1.CC1(C)C(C)(C)OB(C2C=CC(N)=[N:59]C=2)O1.C(=O)([O-])[O-].[Na+].[Na+], predict the reaction product. The product is: [NH2:59][C:3]1[N:8]=[CH:7][C:6]([C:9]2[N:10]=[C:11]3[C:16](=[CH:17][CH:18]=2)[N:15]=[CH:14][C:13]2[CH:19]=[CH:20][C:21](=[O:46])[N:22]([C:23]4[CH:28]=[CH:27][C:26]([N:29]5[CH2:34][CH2:33][N:32]([C:35]([O:37][C:38]([CH3:40])([CH3:39])[CH3:41])=[O:36])[CH2:31][CH2:30]5)=[C:25]([C:42]([F:45])([F:44])[F:43])[CH:24]=4)[C:12]3=2)=[CH:5][CH:4]=1. (2) Given the reactants [F:1][C:2]1[CH:3]=[C:4]([S:8]([N:11]2[C:15]([C:16]3[C:17]([F:22])=[N:18][CH:19]=[CH:20][CH:21]=3)=[CH:14][C:13]([CH2:23][N:24](C)[C:25](=O)OC(C)(C)C)=[CH:12]2)(=[O:10])=[O:9])[CH:5]=[CH:6][CH:7]=1.C(OCC)(=O)C.[ClH:39], predict the reaction product. The product is: [ClH:39].[F:1][C:2]1[CH:3]=[C:4]([S:8]([N:11]2[C:15]([C:16]3[C:17]([F:22])=[N:18][CH:19]=[CH:20][CH:21]=3)=[CH:14][C:13]([CH2:23][NH:24][CH3:25])=[CH:12]2)(=[O:9])=[O:10])[CH:5]=[CH:6][CH:7]=1. (3) Given the reactants [C:1]([O:5][C:6](=[O:13])[NH:7][C@H:8]1[CH2:12][CH2:11][NH:10][CH2:9]1)([CH3:4])([CH3:3])[CH3:2].[C:14]1([CH:20]([C:25]2[CH:30]=[CH:29][CH:28]=[CH:27][CH:26]=2)[CH2:21][C:22](O)=[O:23])[CH:19]=[CH:18][CH:17]=[CH:16][CH:15]=1.C1C=CC2N(O)N=NC=2C=1.C(Cl)CCl, predict the reaction product. The product is: [C:1]([O:5][C:6](=[O:13])[NH:7][C@H:8]1[CH2:12][CH2:11][N:10]([C:22](=[O:23])[CH2:21][CH:20]([C:14]2[CH:19]=[CH:18][CH:17]=[CH:16][CH:15]=2)[C:25]2[CH:30]=[CH:29][CH:28]=[CH:27][CH:26]=2)[CH2:9]1)([CH3:4])([CH3:2])[CH3:3]. (4) Given the reactants CN(C)C=CC([C:7]1[CH:16]=[CH:15][C:10]([C:11]([O:13][CH3:14])=[O:12])=[CH:9][CH:8]=1)=O.[C:18]([C:21]1[CH:26]=[CH:25][CH:24]=[CH:23][CH:22]=1)(=O)C.[C:27]([O-])(=O)[CH3:28].[NH4+:31].[C:32](O)(=O)[CH3:33], predict the reaction product. The product is: [C:21]1([C:18]2[N:31]=[C:28]([C:16]3[CH:15]=[C:10]([CH:9]=[CH:8][CH:7]=3)[C:11]([O:13][CH3:14])=[O:12])[CH:27]=[CH:33][CH:32]=2)[CH:26]=[CH:25][CH:24]=[CH:23][CH:22]=1. (5) The product is: [F:3][C:4]1[C:5]([CH2:16][N:17]([CH3:25])[C:18](=[O:24])[O:19][C:20]([CH3:21])([CH3:22])[CH3:23])=[CH:6][N:7]([S:46]([C:43]2[CH:44]=[CH:45][O:41][CH:42]=2)(=[O:48])=[O:47])[C:8]=1[C:9]1[C:10]([F:15])=[N:11][CH:12]=[CH:13][CH:14]=1. Given the reactants [H-].[Na+].[F:3][C:4]1[C:5]([CH2:16][N:17]([CH3:25])[C:18](=[O:24])[O:19][C:20]([CH3:23])([CH3:22])[CH3:21])=[CH:6][NH:7][C:8]=1[C:9]1[C:10]([F:15])=[N:11][CH:12]=[CH:13][CH:14]=1.C1OCCOCCOCCOCCOC1.[O:41]1[CH:45]=[CH:44][C:43]([S:46](Cl)(=[O:48])=[O:47])=[CH:42]1, predict the reaction product. (6) Given the reactants [CH:1]([C:3]1[CH:8]=[CH:7][CH:6]=[CH:5][C:4]=1B(O)O)=[O:2].Br[C:13]1[CH:19]=[CH:18][C:16]([NH2:17])=[C:15]([F:20])[CH:14]=1.C(=O)([O-])[O-].[Na+].[Na+], predict the reaction product. The product is: [CH:1]([C:3]1[CH:8]=[CH:7][CH:6]=[CH:5][C:4]=1[C:13]1[CH:19]=[CH:18][C:16]([NH2:17])=[C:15]([F:20])[CH:14]=1)=[O:2]. (7) The product is: [NH:45]1[C:53]2[C:48](=[C:49]([C:54]3[CH:62]=[C:61]4[C:57]([CH:58]=[N:59][NH:60]4)=[C:56]([NH:63][C:33]([C:32]4[N:28]([CH:26]([CH3:25])[CH3:27])[N:29]=[CH:30][CH:31]=4)=[O:35])[CH:55]=3)[CH:50]=[CH:51][CH:52]=2)[CH:47]=[CH:46]1. Given the reactants CN(C(ON1N=NC2C=CC=NC1=2)=[N+](C)C)C.F[P-](F)(F)(F)(F)F.[CH3:25][CH:26]([N:28]1[C:32]([C:33]([OH:35])=O)=[CH:31][CH:30]=[N:29]1)[CH3:27].CCN(C(C)C)C(C)C.[NH:45]1[C:53]2[C:48](=[C:49]([C:54]3[CH:55]=[C:56]([NH2:63])[C:57]4[CH:58]=[N:59][NH:60][C:61]=4[CH:62]=3)[CH:50]=[CH:51][CH:52]=2)[CH:47]=[CH:46]1, predict the reaction product. (8) Given the reactants [Br:1][C:2]1[O:6][C:5]([C:7]([O:9][CH3:10])=[O:8])=[CH:4][CH:3]=1.BrCCCCCCCCCCCCCCC[CH2:27][CH2:28][CH3:29].[Al+3].[Cl-].[Cl-].[Cl-].[C:34](=S)=S, predict the reaction product. The product is: [Br:1][C:2]1[O:6][C:5]([C:7]([O:9][CH3:10])=[O:8])=[CH:4][C:3]=1[C:28]([CH3:27])([CH3:29])[CH3:34].